From a dataset of Reaction yield outcomes from USPTO patents with 853,638 reactions. Predict the reaction yield, written as a fraction of the theoretical maximum amount of product (1.0 means a 100% yield; for example, 0.34 means a 34% yield). (1) The catalyst is CCCCCC.O1CCCC1.O. The reactants are CN(C)CCN(C)C.C([Li])CCC.[O:14]1[CH2:19][CH2:18][CH2:17][CH2:16][CH:15]1[O:20][C:21]1[CH:26]=[CH:25][C:24]([C:27]([F:30])([F:29])[F:28])=[CH:23][CH:22]=1.Cl[Si:32]([CH3:35])([CH3:34])[CH3:33]. The yield is 0.900. The product is [CH3:33][Si:32]([CH3:35])([CH3:34])[C:22]1[CH:23]=[C:24]([C:27]([F:28])([F:29])[F:30])[CH:25]=[CH:26][C:21]=1[O:20][CH:15]1[CH2:16][CH2:17][CH2:18][CH2:19][O:14]1. (2) The catalyst is CO. The yield is 1.00. The product is [CH2:21]([O:20][C:12]1[CH:11]=[C:10]([CH2:9][OH:8])[CH:15]=[C:14]([O:16][CH2:17][CH3:18])[C:13]=1[F:19])[CH3:22]. The reactants are C([Si]([O:8][CH2:9][C:10]1[CH:15]=[C:14]([O:16][CH2:17][CH3:18])[C:13]([F:19])=[C:12]([O:20][CH2:21][CH3:22])[CH:11]=1)(C)C)(C)(C)C. (3) The reactants are [NH2:1][C:2](=[O:39])[CH2:3][C:4]1([NH:19][C:20]([C:22]2[CH:27]=[CH:26][C:25]([N:28]3[CH2:31][C:30]([F:33])([F:32])[CH2:29]3)=[C:24]([O:34][CH2:35][CH:36]3[CH2:38][CH2:37]3)[N:23]=2)=[O:21])[CH2:8][CH2:7][N:6](C(OCC2C=CC=CC=2)=O)[CH2:5]1. The catalyst is [Pd]. The product is [NH2:1][C:2](=[O:39])[CH2:3][C:4]1([NH:19][C:20]([C:22]2[CH:27]=[CH:26][C:25]([N:28]3[CH2:29][C:30]([F:33])([F:32])[CH2:31]3)=[C:24]([O:34][CH2:35][CH:36]3[CH2:38][CH2:37]3)[N:23]=2)=[O:21])[CH2:8][CH2:7][NH:6][CH2:5]1. The yield is 0.660. (4) The reactants are F[C:2]1[CH:7]=[CH:6][C:5]([C:8]2[C:12]([C:13]([O:15][CH3:16])=[O:14])=[CH:11][O:10][N:9]=2)=[CH:4][CH:3]=1.C(=NO)C1C=CC=CC=1. No catalyst specified. The product is [C:5]1([C:8]2[C:12]([C:13]([O:15][CH3:16])=[O:14])=[CH:11][O:10][N:9]=2)[CH:4]=[CH:3][CH:2]=[CH:7][CH:6]=1. The yield is 0.350. (5) The reactants are [NH:1]1[CH2:6][CH2:5][C:4]2([C:14]3[C:9](=[CH:10][CH:11]=[CH:12][CH:13]=3)[NH:8][C:7]2=[O:15])[CH2:3][CH2:2]1.[F:16][C:17]([F:31])([F:30])[O:18][C:19]1[CH:29]=[CH:28][CH:27]=[CH:26][C:20]=1[O:21][CH2:22][C:23](O)=[O:24].C1CN([P+](ON2N=NC3C=CC=CC2=3)(N2CCCC2)N2CCCC2)CC1.F[P-](F)(F)(F)(F)F.C(N(C(C)C)CC)(C)C. The catalyst is O.C(Cl)Cl. The product is [F:16][C:17]([F:30])([F:31])[O:18][C:19]1[CH:29]=[CH:28][CH:27]=[CH:26][C:20]=1[O:21][CH2:22][C:23]([N:1]1[CH2:6][CH2:5][C:4]2([C:14]3[C:9](=[CH:10][CH:11]=[CH:12][CH:13]=3)[NH:8][C:7]2=[O:15])[CH2:3][CH2:2]1)=[O:24]. The yield is 0.318. (6) The reactants are CO[CH:3](OC)[N:4]([CH3:6])[CH3:5].[CH:9]1([C:12](=[O:19])[CH2:13][C:14]([O:16][CH2:17][CH3:18])=[O:15])[CH2:11][CH2:10]1. The catalyst is O1CCOCC1. The product is [CH:9]1([C:12]([C:13](=[CH:3][N:4]([CH3:5])[CH3:6])[C:14]([O:16][CH2:17][CH3:18])=[O:15])=[O:19])[CH2:10][CH2:11]1. The yield is 0.990. (7) The reactants are [NH2:1][CH2:2][C:3]1[CH:4]=[C:5]([N:9]2[C:14]([CH3:15])=[CH:13][C:12]([O:16][CH2:17][C:18]3[CH:23]=[CH:22][C:21]([F:24])=[CH:20][C:19]=3[F:25])=[C:11]([Br:26])[C:10]2=[O:27])[CH:6]=[CH:7][CH:8]=1.N1C=CC=CC=1.Cl[C:35]([O:37][C:38]1[CH:43]=[CH:42][C:41]([N+:44]([O-:46])=[O:45])=[CH:40][CH:39]=1)=[O:36]. The catalyst is ClCCl. The product is [Br:26][C:11]1[C:10](=[O:27])[N:9]([C:5]2[CH:4]=[C:3]([CH:8]=[CH:7][CH:6]=2)[CH2:2][NH:1][C:35](=[O:36])[O:37][C:38]2[CH:39]=[CH:40][C:41]([N+:44]([O-:46])=[O:45])=[CH:42][CH:43]=2)[C:14]([CH3:15])=[CH:13][C:12]=1[O:16][CH2:17][C:18]1[CH:23]=[CH:22][C:21]([F:24])=[CH:20][C:19]=1[F:25]. The yield is 0.570. (8) The reactants are S(C)C.[CH3:4][Li].[C:6]([NH:25][C@H:26]([CH2:29][CH3:30])[CH:27]=[O:28])([C:19]1[CH:24]=[CH:23][CH:22]=[CH:21][CH:20]=1)([C:13]1[CH:18]=[CH:17][CH:16]=[CH:15][CH:14]=1)[C:7]1[CH:12]=[CH:11][CH:10]=[CH:9][CH:8]=1.[NH4+].[Cl-]. The catalyst is CCOCC.CCCCCC. The product is [C:6]([NH:25][C@H:26]([CH2:29][CH3:30])[C@@H:27]([OH:28])[CH3:4])([C:13]1[CH:18]=[CH:17][CH:16]=[CH:15][CH:14]=1)([C:19]1[CH:20]=[CH:21][CH:22]=[CH:23][CH:24]=1)[C:7]1[CH:12]=[CH:11][CH:10]=[CH:9][CH:8]=1. The yield is 0.910. (9) The reactants are [F:1][C:2]1[CH:22]=[CH:21][C:5]([CH2:6][N:7]2[C:11](=[O:12])[N:10]([C:13]3[S:14][C:15]([C:19]#[N:20])=[C:16]([CH3:18])[N:17]=3)[CH:9]=[N:8]2)=[CH:4][CH:3]=1.[N-:23]=[N+:24]=[N-:25].[Na+].[Cl-].[NH4+]. The catalyst is CN(C)C=O. The product is [F:1][C:2]1[CH:22]=[CH:21][C:5]([CH2:6][N:7]2[C:11](=[O:12])[N:10]([C:13]3[S:14][C:15]([C:19]4[N:23]=[N:24][NH:25][N:20]=4)=[C:16]([CH3:18])[N:17]=3)[CH:9]=[N:8]2)=[CH:4][CH:3]=1. The yield is 0.720. (10) The catalyst is ClCCl.[O-2].[Mn+4].[O-2]. The product is [Cl:1][C:2]1[CH:3]=[CH:4][C:5]2[C:34]3[C:10](=[C:11]4[C:31](=[CH:32][CH:33]=3)[C:15]3[N:16]=[C:17]([C@@H:19]5[CH2:23][CH2:22][CH2:21][N:20]5[C:24]([O:26][C:27]([CH3:30])([CH3:29])[CH3:28])=[O:25])[NH:18][C:14]=3[CH:13]=[CH:12]4)[O:9][CH2:8][C:6]=2[CH:7]=1. The reactants are [Cl:1][C:2]1[CH:3]=[CH:4][C:5]2[C:34]3[C:10](=[C:11]4[C:31](=[CH:32][CH:33]=3)[C:15]3[N:16]=[C:17]([C@@H:19]5[CH2:23][CH2:22][CH2:21][N:20]5[C:24]([O:26][C:27]([CH3:30])([CH3:29])[CH3:28])=[O:25])[NH:18][C:14]=3[CH2:13][CH2:12]4)[O:9][CH2:8][C:6]=2[CH:7]=1. The yield is 0.960.